This data is from Retrosynthesis with 50K atom-mapped reactions and 10 reaction types from USPTO. The task is: Predict the reactants needed to synthesize the given product. (1) Given the product CN(C(=O)Oc1ccc(NC(=O)CC(C)(C)C)cn1)c1ccccc1, predict the reactants needed to synthesize it. The reactants are: CC(C)(C)CC(=O)Nc1ccc(O)nc1.CN(C(=O)Cl)c1ccccc1. (2) The reactants are: CC(=O)OC1C(N2CCC(C)CC2)C2=CC(OC2=O)C2C(CC3(C)OC13)OC(=O)C2C.CCOC(=O)Cl. Given the product CCOC(=O)OC1C(N2CCC(C)CC2)C2=CC(OC2=O)C2C(CC3(C)OC13)OC(=O)C2C, predict the reactants needed to synthesize it. (3) Given the product CN(C(=O)c1cc(=O)c2ccc(F)cc2o1)C1CCN(Cc2ccc3c(c2)OCO3)CC1, predict the reactants needed to synthesize it. The reactants are: CN(C(=O)c1cc(=O)c2ccc(F)cc2o1)C1CCNCC1.O=Cc1ccc2c(c1)OCO2. (4) Given the product CC(C)(C)OC(=O)N1CCN(CCOS(C)(=O)=O)CC1, predict the reactants needed to synthesize it. The reactants are: CC(C)(C)OC(=O)N1CCN(CCO)CC1.CS(=O)(=O)Cl. (5) Given the product Cc1cnc(N2CCN(C(=O)c3ccc(N4C(=O)NCC4C(C)C)cc3)CC2)c(C)c1, predict the reactants needed to synthesize it. The reactants are: COc1ccc(CN2CC(C(C)C)N(c3ccc(C(=O)N4CCN(c5ncc(C)cc5C)CC4)cc3)C2=O)cc1.